Dataset: Forward reaction prediction with 1.9M reactions from USPTO patents (1976-2016). Task: Predict the product of the given reaction. (1) Given the reactants [Br:1][C:2]1[C:7]([CH3:8])=[CH:6][C:5](B2OC(C)(C)C(C)(C)O2)=[CH:4][C:3]=1[CH3:18].Br[C:20]1[N:25]=[C:24]([CH3:26])[CH:23]=[CH:22][N:21]=1, predict the reaction product. The product is: [Br:1][C:2]1[C:3]([CH3:18])=[CH:4][C:5]([C:20]2[N:25]=[C:24]([CH3:26])[CH:23]=[CH:22][N:21]=2)=[CH:6][C:7]=1[CH3:8]. (2) Given the reactants [Si]([O:8]/[N:9]=[C:10]1/[CH2:11][CH2:12][C:13]2[C:18]/1=[CH:17][CH:16]=[C:15]([NH:19][C:20]1[C:28]3[C:23](=[CH:24][N:25]=[CH:26][CH:27]=3)[S:22][C:21]=1[C:29]([O:31][CH2:32][CH3:33])=[O:30])[CH:14]=2)(C(C)(C)C)(C)C.CCCC[N+](CCCC)(CCCC)CCCC.[F-], predict the reaction product. The product is: [OH:8]/[N:9]=[C:10]1/[CH2:11][CH2:12][C:13]2[C:18]/1=[CH:17][CH:16]=[C:15]([NH:19][C:20]1[C:28]3[C:23](=[CH:24][N:25]=[CH:26][CH:27]=3)[S:22][C:21]=1[C:29]([O:31][CH2:32][CH3:33])=[O:30])[CH:14]=2. (3) Given the reactants Cl.[CH3:2][O:3][C:4]1[N:9]=[CH:8][C:7]([CH2:10][N:11]2[C:19]3[C:14](=[CH:15][CH:16]=[CH:17][CH:18]=3)[C:13]3[CH2:20][C@@H:21]([C:24]([OH:26])=O)[NH:22][CH2:23][C:12]2=3)=[CH:6][CH:5]=1.[N:27]([CH2:30][CH2:31][CH2:32][C:33]([O:35][C:36]([CH3:39])([CH3:38])[CH3:37])=[O:34])=[C:28]=[O:29], predict the reaction product. The product is: [CH3:2][O:3][C:4]1[N:9]=[CH:8][C:7]([CH2:10][N:11]2[C:19]3[CH:18]=[CH:17][CH:16]=[CH:15][C:14]=3[C:13]3[CH2:20][C@H:21]4[C:24](=[O:26])[N:27]([CH2:30][CH2:31][CH2:32][C:33]([O:35][C:36]([CH3:38])([CH3:37])[CH3:39])=[O:34])[C:28](=[O:29])[N:22]4[CH2:23][C:12]2=3)=[CH:6][CH:5]=1. (4) Given the reactants CCN=C=NCCCN(C)C.C1C=CC2N(O)N=NC=2C=1.[F:22][C:23]1[CH:28]=[C:27]([I:29])[CH:26]=[CH:25][C:24]=1[NH:30][C:31]1[C:39]([C:40](O)=[O:41])=[C:38]2[N:34]([CH2:35][CH2:36][CH2:37]2)[C:33](=[O:43])[C:32]=1[CH3:44].[C:45]([O:49][CH2:50][CH2:51][O:52][NH2:53])([CH3:48])([CH3:47])[CH3:46], predict the reaction product. The product is: [C:45]([O:49][CH2:50][CH2:51][O:52][NH:53][C:40]([C:39]1[C:31]([NH:30][C:24]2[CH:25]=[CH:26][C:27]([I:29])=[CH:28][C:23]=2[F:22])=[C:32]([CH3:44])[C:33](=[O:43])[N:34]2[C:38]=1[CH2:37][CH2:36][CH2:35]2)=[O:41])([CH3:48])([CH3:47])[CH3:46]. (5) Given the reactants [O:1]1[C:6]2=[CH:7][C:8]3[C:9](=[O:15])[C:10](=[O:14])[NH:11][C:12]=3[CH:13]=[C:5]2[O:4][CH2:3][CH2:2]1.C(=O)([O-])[O-].[Cs+].[Cs+].CC1C=CC(S(O[CH2:33][C@H:34]2[CH2:38][CH2:37][CH2:36][O:35]2)(=O)=O)=CC=1.[I-].[K+].Cl, predict the reaction product. The product is: [O:35]1[CH2:36][CH2:37][CH2:38][C@@H:34]1[CH2:33][N:11]1[C:12]2[CH:13]=[C:5]3[O:4][CH2:3][CH2:2][O:1][C:6]3=[CH:7][C:8]=2[C:9](=[O:15])[C:10]1=[O:14]. (6) Given the reactants [N:1]1([C:6]2[CH:7]=[C:8]([CH:11]=[CH:12][CH:13]=2)[C:9]#[N:10])[CH:5]=[CH:4][CH:3]=[N:2]1.[CH2:14]([Mg]Cl)[CH2:15][CH2:16][CH3:17].B(F)(F)F.CCOCC.Cl.[OH-].[Na+], predict the reaction product. The product is: [N:1]1([C:6]2[CH:7]=[C:8]([C:9]3([NH2:10])[CH2:14][CH:15]3[CH2:16][CH3:17])[CH:11]=[CH:12][CH:13]=2)[CH:5]=[CH:4][CH:3]=[N:2]1. (7) Given the reactants [CH3:1][C:2]1[C:6]2[CH:7]=[CH:8][CH:9]=[CH:10][C:5]=2[S:4][CH:3]=1.CC(OC(C)=O)=O.[OH:18][S:19](O)(=[O:21])=[O:20], predict the reaction product. The product is: [CH3:1][C:2]1[C:6]2[CH:7]=[CH:8][CH:9]=[CH:10][C:5]=2[S:4][C:3]=1[S:19]([OH:21])(=[O:20])=[O:18]. (8) Given the reactants C[O:2][C:3](=[O:27])[C:4]([NH:7][C:8]1[CH:13]=[CH:12][CH:11]=[C:10]([CH:14]2[C:23]([CH3:25])([CH3:24])[CH2:22][C:21]3[C:16](=[CH:17][CH:18]=[C:19]([Cl:26])[CH:20]=3)[NH:15]2)[CH:9]=1)([CH3:6])[CH3:5].Cl, predict the reaction product. The product is: [Cl:26][C:19]1[CH:20]=[C:21]2[C:16](=[CH:17][CH:18]=1)[NH:15][CH:14]([C:10]1[CH:9]=[C:8]([NH:7][C:4]([CH3:6])([CH3:5])[C:3]([OH:27])=[O:2])[CH:13]=[CH:12][CH:11]=1)[C:23]([CH3:25])([CH3:24])[CH2:22]2.